The task is: Regression. Given two drug SMILES strings and cell line genomic features, predict the synergy score measuring deviation from expected non-interaction effect.. This data is from NCI-60 drug combinations with 297,098 pairs across 59 cell lines. Drug 1: CC(C)CN1C=NC2=C1C3=CC=CC=C3N=C2N. Drug 2: CCC1(C2=C(COC1=O)C(=O)N3CC4=CC5=C(C=CC(=C5CN(C)C)O)N=C4C3=C2)O.Cl. Cell line: NCI-H322M. Synergy scores: CSS=-1.16, Synergy_ZIP=-0.401, Synergy_Bliss=-1.77, Synergy_Loewe=-4.63, Synergy_HSA=-3.51.